Dataset: Catalyst prediction with 721,799 reactions and 888 catalyst types from USPTO. Task: Predict which catalyst facilitates the given reaction. (1) Reactant: C(O)(=O)C(O)=O.[N:7]1[CH:12]=[CH:11][CH:10]=[CH:9][C:8]=1[N:13]([CH2:37][CH2:38][C:39]([O:41][CH2:42][CH3:43])=[O:40])[C:14]([C:16]1[CH:36]=[CH:35][C:19]2[N:20]([CH3:34])[C:21]([CH2:23][NH:24][C:25]3[CH:30]=[CH:29][C:28]([C:31](=[NH:33])[NH2:32])=[CH:27][CH:26]=3)=[N:22][C:18]=2[CH:17]=1)=[O:15].C(=O)([O-])[O-].[K+].[K+]. Product: [N:7]1[CH:12]=[CH:11][CH:10]=[CH:9][C:8]=1[N:13]([CH2:37][CH2:38][C:39]([O:41][CH2:42][CH3:43])=[O:40])[C:14]([C:16]1[CH:36]=[CH:35][C:19]2[N:20]([CH3:34])[C:21]([CH2:23][NH:24][C:25]3[CH:30]=[CH:29][C:28]([C:31](=[NH:32])[NH2:33])=[CH:27][CH:26]=3)=[N:22][C:18]=2[CH:17]=1)=[O:15]. The catalyst class is: 47. (2) Reactant: [NH2:1][C:2]1[C:3]([NH:9][C@@H:10]([CH3:13])[CH2:11][OH:12])=[N:4][CH:5]=[C:6]([Br:8])[CH:7]=1.[C:14]1([CH3:24])[CH:19]=[CH:18][C:17]([S:20](Cl)(=[O:22])=[O:21])=[CH:16][CH:15]=1. Product: [Br:8][C:6]1[CH:7]=[C:2]([NH:1][S:20]([C:17]2[CH:18]=[CH:19][C:14]([CH3:24])=[CH:15][CH:16]=2)(=[O:22])=[O:21])[C:3]([NH:9][C@@H:10]([CH3:13])[CH2:11][OH:12])=[N:4][CH:5]=1. The catalyst class is: 17. (3) Reactant: [O:1]1[C:7]2[CH:8]=[C:9]([C:12]([O:14][CH3:15])=[O:13])[CH:10]=[CH:11][C:6]=2[CH2:5][NH:4][CH2:3][CH2:2]1.CCN(CC)CC.[CH3:23][O:24][C:25]1[CH:30]=[CH:29][C:28]([S:31](Cl)(=[O:33])=[O:32])=[CH:27][CH:26]=1. Product: [CH3:23][O:24][C:25]1[CH:26]=[CH:27][C:28]([S:31]([N:4]2[CH2:5][C:6]3[CH:11]=[CH:10][C:9]([C:12]([O:14][CH3:15])=[O:13])=[CH:8][C:7]=3[O:1][CH2:2][CH2:3]2)(=[O:33])=[O:32])=[CH:29][CH:30]=1. The catalyst class is: 170. (4) Reactant: [F:1][C:2]1[CH:3]=[C:4]([NH2:10])[CH:5]=[N:6][C:7]=1[O:8][CH3:9].F[C:12]1[C:17]([C:18]2[N:23]=[C:22]([CH3:24])[N:21]=[C:20]([N:25]([CH2:35][C:36]3[CH:41]=[CH:40][C:39]([O:42][CH3:43])=[CH:38][CH:37]=3)[CH2:26][C:27]3[CH:32]=[CH:31][C:30]([O:33][CH3:34])=[CH:29][CH:28]=3)[N:19]=2)=[CH:16][CH:15]=[CH:14][N:13]=1.[Li+].C[Si]([N-][Si](C)(C)C)(C)C. Product: [F:1][C:2]1[CH:3]=[C:4]([NH:10][C:12]2[C:17]([C:18]3[N:23]=[C:22]([CH3:24])[N:21]=[C:20]([N:25]([CH2:26][C:27]4[CH:28]=[CH:29][C:30]([O:33][CH3:34])=[CH:31][CH:32]=4)[CH2:35][C:36]4[CH:37]=[CH:38][C:39]([O:42][CH3:43])=[CH:40][CH:41]=4)[N:19]=3)=[CH:16][CH:15]=[CH:14][N:13]=2)[CH:5]=[N:6][C:7]=1[O:8][CH3:9]. The catalyst class is: 1.